From a dataset of Forward reaction prediction with 1.9M reactions from USPTO patents (1976-2016). Predict the product of the given reaction. Given the reactants [CH3:1][NH:2][C:3]1[C:8]([N+:9]([O-])=O)=[CH:7][C:6]([C:12]([F:15])([F:14])[F:13])=[CH:5][N:4]=1.[H][H], predict the reaction product. The product is: [CH3:1][NH:2][C:3]1[C:8]([NH2:9])=[CH:7][C:6]([C:12]([F:15])([F:13])[F:14])=[CH:5][N:4]=1.